Dataset: NCI-60 drug combinations with 297,098 pairs across 59 cell lines. Task: Regression. Given two drug SMILES strings and cell line genomic features, predict the synergy score measuring deviation from expected non-interaction effect. (1) Drug 1: C#CCC(CC1=CN=C2C(=N1)C(=NC(=N2)N)N)C3=CC=C(C=C3)C(=O)NC(CCC(=O)O)C(=O)O. Drug 2: CC(C)NC(=O)C1=CC=C(C=C1)CNNC.Cl. Cell line: SF-268. Synergy scores: CSS=-2.42, Synergy_ZIP=0.258, Synergy_Bliss=-1.67, Synergy_Loewe=-2.91, Synergy_HSA=-2.92. (2) Drug 1: CN(C)C1=NC(=NC(=N1)N(C)C)N(C)C. Drug 2: CS(=O)(=O)OCCCCOS(=O)(=O)C. Cell line: SF-268. Synergy scores: CSS=2.81, Synergy_ZIP=0.837, Synergy_Bliss=6.51, Synergy_Loewe=-0.397, Synergy_HSA=0.330.